This data is from CYP3A4 inhibition data for predicting drug metabolism from PubChem BioAssay. The task is: Regression/Classification. Given a drug SMILES string, predict its absorption, distribution, metabolism, or excretion properties. Task type varies by dataset: regression for continuous measurements (e.g., permeability, clearance, half-life) or binary classification for categorical outcomes (e.g., BBB penetration, CYP inhibition). Dataset: cyp3a4_veith. (1) The result is 1 (inhibitor). The drug is NNC(=O)CNC(c1ccccc1)c1cc(Br)ccc1NC(=O)c1ccccc1Br. (2) The compound is Cn1c(SCC(=O)NC2CC2)nnc1-c1cccc(NC(=O)c2ccccc2F)c1. The result is 1 (inhibitor). (3) The compound is Cc1sc(NC(=O)/C=C/c2ccc(C(C)C)cc2)c(C#N)c1C. The result is 0 (non-inhibitor). (4) The drug is CC(=O)NCC(=O)N[C@H](CCC(=O)O)C(=O)O. The result is 0 (non-inhibitor).